This data is from Catalyst prediction with 721,799 reactions and 888 catalyst types from USPTO. The task is: Predict which catalyst facilitates the given reaction. Reactant: Cl.NCCCCCC(N1C[C@@H](S)[C@H](NS(C2C=CC(OC3C=CC=CC=3)=CC=2)(=O)=O)C1)=O.Cl.[C:34]([N:41]1[CH2:45][C@@H:44]([S:46][C:47]([CH3:50])([CH3:49])[CH3:48])[C@H:43]([NH:51][S:52]([C:55]2[CH:60]=[CH:59][C:58]([O:61][C:62]3[CH:67]=[CH:66][CH:65]=[CH:64][CH:63]=3)=[CH:57][CH:56]=2)(=[O:54])=[O:53])[CH2:42]1)(OC(C)(C)C)=[O:35].C(N(CC)CC)C.C1C=CC2N(O)N=NC=2C=1.O.[C:86]([O:90][C:91]([NH:93][CH2:94][CH2:95][CH2:96][CH2:97][CH2:98]C(O)=O)=[O:92])([CH3:89])([CH3:88])[CH3:87].C1CCC(N=C=NC2CCCCC2)CC1. Product: [C:86]([O:90][C:91]([NH:93][CH2:94][CH2:95][CH2:96][CH2:97][CH2:98][C:34]([N:41]1[CH2:45][C@@H:44]([S:46][C:47]([CH3:49])([CH3:48])[CH3:50])[C@H:43]([NH:51][S:52]([C:55]2[CH:60]=[CH:59][C:58]([O:61][C:62]3[CH:63]=[CH:64][CH:65]=[CH:66][CH:67]=3)=[CH:57][CH:56]=2)(=[O:53])=[O:54])[CH2:42]1)=[O:35])=[O:92])([CH3:89])([CH3:88])[CH3:87]. The catalyst class is: 175.